This data is from Catalyst prediction with 721,799 reactions and 888 catalyst types from USPTO. The task is: Predict which catalyst facilitates the given reaction. Reactant: [CH2:1]([NH:8][CH2:9][CH:10]([CH2:21][OH:22])[CH:11]([C:13]1[CH:18]=[CH:17][C:16]([F:19])=[C:15]([Cl:20])[CH:14]=1)[OH:12])[C:2]1[CH:7]=[CH:6][CH:5]=[CH:4][CH:3]=1.[C:23]([Si:27](Cl)([CH3:29])[CH3:28])([CH3:26])([CH3:25])[CH3:24].C(N(CC)CC)C. Product: [CH2:1]([NH:8][CH2:9][CH:10]([CH2:21][O:22][Si:27]([C:23]([CH3:26])([CH3:25])[CH3:24])([CH3:29])[CH3:28])[CH:11]([C:13]1[CH:18]=[CH:17][C:16]([F:19])=[C:15]([Cl:20])[CH:14]=1)[OH:12])[C:2]1[CH:7]=[CH:6][CH:5]=[CH:4][CH:3]=1. The catalyst class is: 527.